From a dataset of Reaction yield outcomes from USPTO patents with 853,638 reactions. Predict the reaction yield, written as a fraction of the theoretical maximum amount of product (1.0 means a 100% yield; for example, 0.34 means a 34% yield). (1) The reactants are Cl[C:2](=[O:14])[CH2:3][C:4]1([C:10]([O:12][CH3:13])=[O:11])[CH2:9][CH2:8][O:7][CH2:6][CH2:5]1.[Br:15][C:16]1[CH:21]=[CH:20][CH:19]=[CH:18][CH:17]=1.[Cl-].[Al+3].[Cl-].[Cl-]. The catalyst is ClCCl. The product is [Br:15][C:16]1[CH:21]=[CH:20][C:19]([C:2](=[O:14])[CH2:3][C:4]2([C:10]([O:12][CH3:13])=[O:11])[CH2:9][CH2:8][O:7][CH2:6][CH2:5]2)=[CH:18][CH:17]=1. The yield is 0.550. (2) The reactants are [CH3:1][S:2]([C:5]1[CH:10]=[CH:9][C:8]([C:11]([C:18]2[NH:28][C:21]3=[N:22][CH:23]=[C:24]([O:26][CH3:27])[CH:25]=[C:20]3[CH:19]=2)=[CH:12][CH:13]2[CH2:17][CH2:16][CH2:15][O:14]2)=[CH:7][CH:6]=1)(=[O:4])=[O:3]. The catalyst is [Pd].CO. The product is [CH3:1][S:2]([C:5]1[CH:10]=[CH:9][C:8]([CH:11]([C:18]2[NH:28][C:21]3=[N:22][CH:23]=[C:24]([O:26][CH3:27])[CH:25]=[C:20]3[CH:19]=2)[CH2:12][CH:13]2[CH2:17][CH2:16][CH2:15][O:14]2)=[CH:7][CH:6]=1)(=[O:3])=[O:4]. The yield is 0.189. (3) The reactants are [Cl:1][C:2]1[CH:7]=[CH:6][C:5]([I:8])=[CH:4][C:3]=1[OH:9].O[CH:11]1[CH2:16][CH2:15][N:14]([C:17]([O:19][C:20]([CH3:23])([CH3:22])[CH3:21])=[O:18])[CH2:13][CH2:12]1.C1(P(C2C=CC=CC=2)C2C=CC=CC=2)C=CC=CC=1.N(C(OCC)=O)=NC(OCC)=O. The catalyst is C1COCC1. The product is [C:20]([O:19][C:17]([N:14]1[CH2:15][CH2:16][CH:11]([O:9][C:3]2[CH:4]=[C:5]([I:8])[CH:6]=[CH:7][C:2]=2[Cl:1])[CH2:12][CH2:13]1)=[O:18])([CH3:23])([CH3:21])[CH3:22]. The yield is 0.800.